From a dataset of Peptide-MHC class II binding affinity with 134,281 pairs from IEDB. Regression. Given a peptide amino acid sequence and an MHC pseudo amino acid sequence, predict their binding affinity value. This is MHC class II binding data. (1) The MHC is DRB1_1101 with pseudo-sequence DRB1_1101. The peptide sequence is FTVQKGSDPK. The binding affinity (normalized) is 0. (2) The peptide sequence is AQGKAFYEAVAKAHQ. The MHC is HLA-DQA10301-DQB10302 with pseudo-sequence HLA-DQA10301-DQB10302. The binding affinity (normalized) is 0.271. (3) The peptide sequence is AVDGRFAVPQILGDE. The MHC is DRB1_0802 with pseudo-sequence DRB1_0802. The binding affinity (normalized) is 0.0386. (4) The peptide sequence is RNFQKVNPEGLIKEF. The MHC is DRB3_0101 with pseudo-sequence DRB3_0101. The binding affinity (normalized) is 0.170. (5) The peptide sequence is GEWQIVDKIDAAFKI. The MHC is DRB1_0404 with pseudo-sequence DRB1_0404. The binding affinity (normalized) is 0.546.